This data is from NCI-60 drug combinations with 297,098 pairs across 59 cell lines. The task is: Regression. Given two drug SMILES strings and cell line genomic features, predict the synergy score measuring deviation from expected non-interaction effect. (1) Drug 1: COC1=C2C(=CC3=C1OC=C3)C=CC(=O)O2. Drug 2: C(CN)CNCCSP(=O)(O)O. Cell line: SK-MEL-28. Synergy scores: CSS=-1.86, Synergy_ZIP=1.76, Synergy_Bliss=-0.404, Synergy_Loewe=-2.91, Synergy_HSA=-3.93. (2) Drug 1: COC1=C(C=C2C(=C1)N=CN=C2NC3=CC(=C(C=C3)F)Cl)OCCCN4CCOCC4. Drug 2: C1=NC2=C(N1)C(=S)N=CN2. Cell line: NCI-H322M. Synergy scores: CSS=47.3, Synergy_ZIP=-7.48, Synergy_Bliss=-7.81, Synergy_Loewe=-3.84, Synergy_HSA=-1.19. (3) Drug 1: CCC1=CC2CC(C3=C(CN(C2)C1)C4=CC=CC=C4N3)(C5=C(C=C6C(=C5)C78CCN9C7C(C=CC9)(C(C(C8N6C)(C(=O)OC)O)OC(=O)C)CC)OC)C(=O)OC.C(C(C(=O)O)O)(C(=O)O)O. Drug 2: C1CN(CCN1C(=O)CCBr)C(=O)CCBr. Cell line: UACC-257. Synergy scores: CSS=24.2, Synergy_ZIP=-7.66, Synergy_Bliss=0.696, Synergy_Loewe=-5.35, Synergy_HSA=-0.483. (4) Drug 1: C1CCN(CC1)CCOC2=CC=C(C=C2)C(=O)C3=C(SC4=C3C=CC(=C4)O)C5=CC=C(C=C5)O. Drug 2: CC1OCC2C(O1)C(C(C(O2)OC3C4COC(=O)C4C(C5=CC6=C(C=C35)OCO6)C7=CC(=C(C(=C7)OC)O)OC)O)O. Cell line: HL-60(TB). Synergy scores: CSS=65.5, Synergy_ZIP=4.44, Synergy_Bliss=5.89, Synergy_Loewe=-12.0, Synergy_HSA=2.65. (5) Drug 1: CN1C2=C(C=C(C=C2)N(CCCl)CCCl)N=C1CCCC(=O)O.Cl. Drug 2: C1=NNC2=C1C(=O)NC=N2. Cell line: SR. Synergy scores: CSS=-1.02, Synergy_ZIP=-0.280, Synergy_Bliss=1.49, Synergy_Loewe=-1.76, Synergy_HSA=-1.51. (6) Drug 1: C1=CC(=CC=C1CC(C(=O)O)N)N(CCCl)CCCl.Cl. Drug 2: C1CC(C1)(C(=O)O)C(=O)O.[NH2-].[NH2-].[Pt+2]. Cell line: MALME-3M. Synergy scores: CSS=29.6, Synergy_ZIP=-5.28, Synergy_Bliss=-2.37, Synergy_Loewe=-3.34, Synergy_HSA=-2.00.